This data is from Full USPTO retrosynthesis dataset with 1.9M reactions from patents (1976-2016). The task is: Predict the reactants needed to synthesize the given product. Given the product [CH2:1]([O:3][CH:4]([O:7][CH2:8][CH3:9])[C:5]#[C:6][CH:15]([OH:19])[CH:16]([CH3:18])[CH3:17])[CH3:2], predict the reactants needed to synthesize it. The reactants are: [CH2:1]([O:3][CH:4]([O:7][CH2:8][CH3:9])[C:5]#[CH:6])[CH3:2].[Li]CCCC.[CH:15](=[O:19])[CH:16]([CH3:18])[CH3:17].